Dataset: Reaction yield outcomes from USPTO patents with 853,638 reactions. Task: Predict the reaction yield, written as a fraction of the theoretical maximum amount of product (1.0 means a 100% yield; for example, 0.34 means a 34% yield). The reactants are [NH2:1][C:2]1[CH:3]=[C:4]([C:8]2[CH:15]=[CH:14][C:11]([C:12]#[N:13])=[C:10]([Cl:16])[CH:9]=2)[CH:5]=[N:6][CH:7]=1.[C:17]1([CH2:23][S:24](Cl)(=[O:26])=[O:25])[CH:22]=[CH:21][CH:20]=[CH:19][CH:18]=1. The catalyst is N1C=CC=CC=1. The product is [Cl:16][C:10]1[CH:9]=[C:8]([C:4]2[CH:3]=[C:2]([NH:1][S:24]([CH2:23][C:17]3[CH:22]=[CH:21][CH:20]=[CH:19][CH:18]=3)(=[O:26])=[O:25])[CH:7]=[N:6][CH:5]=2)[CH:15]=[CH:14][C:11]=1[C:12]#[N:13]. The yield is 0.428.